Dataset: Full USPTO retrosynthesis dataset with 1.9M reactions from patents (1976-2016). Task: Predict the reactants needed to synthesize the given product. The reactants are: [NH2:1][C:2]1[N:7]=[CH:6][N:5]=[C:4]2[N:8]([C@@H:18]3[CH2:22][CH2:21][N:20](C(OC(C)(C)C)=O)[CH2:19]3)[N:9]=[C:10]([C:11]3[CH:16]=[CH:15][C:14]([NH2:17])=[CH:13][CH:12]=3)[C:3]=12.[F:30][C:31]([F:42])([F:41])[C:32]1[CH:33]=[C:34]([CH:38]=[CH:39][CH:40]=1)[C:35](Cl)=[O:36]. Given the product [NH2:1][C:2]1[N:7]=[CH:6][N:5]=[C:4]2[N:8]([C@@H:18]3[CH2:22][CH2:21][NH:20][CH2:19]3)[N:9]=[C:10]([C:11]3[CH:12]=[CH:13][C:14]([NH:17][C:35](=[O:36])[C:34]4[CH:38]=[CH:39][CH:40]=[C:32]([C:31]([F:30])([F:41])[F:42])[CH:33]=4)=[CH:15][CH:16]=3)[C:3]=12, predict the reactants needed to synthesize it.